Dataset: Forward reaction prediction with 1.9M reactions from USPTO patents (1976-2016). Task: Predict the product of the given reaction. (1) Given the reactants [Br:1][C:2]1[CH:3]=[CH:4][C:5]([OH:8])=[N:6][CH:7]=1.[H-].[Na+].Br[CH2:12][C:13]1[CH:14]=[C:15]([CH:20]=[CH:21][CH:22]=1)[C:16]([O:18][CH3:19])=[O:17], predict the reaction product. The product is: [Br:1][C:2]1[CH:3]=[CH:4][C:5](=[O:8])[N:6]([CH2:12][C:13]2[CH:14]=[C:15]([CH:20]=[CH:21][CH:22]=2)[C:16]([O:18][CH3:19])=[O:17])[CH:7]=1. (2) The product is: [Si:22]([O:21][C@H:19]([CH3:20])[C@@H:18]([NH:29][C:30]1[CH:35]=[CH:34][C:33]([C:36]#[N:37])=[C:32]([Cl:38])[C:31]=1[CH3:39])[C:17]1[O:14][C:13]([C:12]2[CH:41]=[CH:42][C:9]([O:8][Si:1]([C:4]([CH3:6])([CH3:5])[CH3:7])([CH3:3])[CH3:2])=[CH:10][CH:11]=2)=[N:15][N:16]=1)([C:25]([CH3:26])([CH3:27])[CH3:28])([CH3:23])[CH3:24]. Given the reactants [Si:1]([O:8][C:9]1[CH:42]=[CH:41][C:12]([C:13]([NH:15][NH:16][C:17](=O)[C@H:18]([NH:29][C:30]2[CH:35]=[CH:34][C:33]([C:36]#[N:37])=[C:32]([Cl:38])[C:31]=2[CH3:39])[C@H:19]([O:21][Si:22]([C:25]([CH3:28])([CH3:27])[CH3:26])([CH3:24])[CH3:23])[CH3:20])=[O:14])=[CH:11][CH:10]=1)([C:4]([CH3:7])([CH3:6])[CH3:5])([CH3:3])[CH3:2].C1C=CC(P(C2C=CC=CC=2)C2C=CC=CC=2)=CC=1.II.[Si](O[C@@H](C)[C@@H](NC1C=CC(C#N)=C(Cl)C=1C)C1OC(C2C=CC=C(O[Si](C(C)(C)C)(C)C)C=2)=NN=1)(C(C)(C)C)(C)C, predict the reaction product. (3) Given the reactants O.[Pd:2].[C:3]([O-:6])(=O)[CH3:4].[Pd+2].[C:8]([O-:11])(=O)[CH3:9].[CH2:12]([C:16]([CH3:18])=[O:17])C(C)C, predict the reaction product. The product is: [Pd:2].[CH3:18]/[C:16](/[O-:17])=[CH:12]/[C:3]([CH3:4])=[O:6].[CH3:18]/[C:16](/[O-:17])=[CH:12]/[C:8]([CH3:9])=[O:11].[Pd+2:2]. (4) Given the reactants [NH2:1][C@H:2]([CH2:4][OH:5])[CH3:3].[CH2:6]([O:13][C:14](Cl)=[O:15])[C:7]1[CH:12]=[CH:11][CH:10]=[CH:9][CH:8]=1.C(N(CC)CC)C, predict the reaction product. The product is: [CH2:6]([O:13][C:14](=[O:15])[NH:1][C@@H:2]([CH3:3])[CH2:4][OH:5])[C:7]1[CH:12]=[CH:11][CH:10]=[CH:9][CH:8]=1. (5) The product is: [C:26]([O:25][C:23](=[O:24])[NH:22][C@H:19]1[CH2:18][CH2:17][C@H:16]([N:13]([C:12]2[CH:11]=[CH:10][CH:9]=[C:5]([C:6](=[O:8])[NH:44][CH2:43][C:35]3[C:36]([O:41][CH3:42])=[N:37][C:38]([CH3:40])=[CH:39][C:34]=3[CH2:30][CH2:31][CH:32]=[CH2:33])[C:4]=2[CH2:1][CH:2]=[CH2:3])[CH2:14][CH3:15])[CH2:21][CH2:20]1)([CH3:29])([CH3:27])[CH3:28]. Given the reactants [CH2:1]([C:4]1[C:12]([N:13]([C@H:16]2[CH2:21][CH2:20][C@H:19]([NH:22][C:23]([O:25][C:26]([CH3:29])([CH3:28])[CH3:27])=[O:24])[CH2:18][CH2:17]2)[CH2:14][CH3:15])=[CH:11][CH:10]=[CH:9][C:5]=1[C:6]([OH:8])=O)[CH:2]=[CH2:3].[CH2:30]([C:34]1[CH:39]=[C:38]([CH3:40])[N:37]=[C:36]([O:41][CH3:42])[C:35]=1[CH2:43][NH2:44])[CH2:31][CH:32]=[CH2:33].C1C=NC2N(O)N=NC=2C=1.C(Cl)CCl.CN1CCOCC1, predict the reaction product. (6) Given the reactants Cl[C:2]1[C:7]([C:8]#[N:9])=[C:6]([C:10]2[CH:15]=[CH:14][CH:13]=[C:12]([Cl:16])[CH:11]=2)[N:5]=[C:4]([N:17]2[CH2:22][CH2:21][O:20][CH2:19][CH2:18]2)[N:3]=1.FC(F)(F)C1C(N2CCNCC2)=NC=CC=1.C([O-])([O-])=[O:40].[K+].[K+], predict the reaction product. The product is: [Cl:16][C:12]1[CH:11]=[C:10]([C:6]2[C:7]([C:8]#[N:9])=[C:2]([OH:40])[N:3]=[C:4]([N:17]3[CH2:22][CH2:21][O:20][CH2:19][CH2:18]3)[N:5]=2)[CH:15]=[CH:14][CH:13]=1. (7) Given the reactants [F:1][C:2]([F:11])([F:10])[C:3]1[C:4]([OH:9])=[N:5][CH:6]=[CH:7][CH:8]=1.[I:12]N1C(=O)CCC1=O.C([O-])(O)=O.[Na+], predict the reaction product. The product is: [I:12][C:7]1[CH:8]=[C:3]([C:2]([F:1])([F:10])[F:11])[C:4]([OH:9])=[N:5][CH:6]=1. (8) Given the reactants [F:1][C:2]1[CH:7]=[CH:6][C:5]([C@H:8]2[C@H:13]([C:14]([OH:16])=O)[CH2:12][CH2:11][N:10]([CH2:17][CH2:18][C:19]3[CH:24]=[CH:23][CH:22]=[CH:21][CH:20]=3)[CH2:9]2)=[CH:4][CH:3]=1.[Cl:25][C:26]1[CH:34]=[CH:33][C:29]([C:30]([NH2:32])=[S:31])=[CH:28][CH:27]=1.CN(C(ON1N=NC2C=CC=CC1=2)=[N+](C)C)C.F[P-](F)(F)(F)(F)F, predict the reaction product. The product is: [Cl:25][C:26]1[CH:34]=[CH:33][C:29]([C:30]([NH:32][C:14]([C@@H:13]2[CH2:12][CH2:11][N:10]([CH2:17][CH2:18][C:19]3[CH:24]=[CH:23][CH:22]=[CH:21][CH:20]=3)[CH2:9][C@H:8]2[C:5]2[CH:6]=[CH:7][C:2]([F:1])=[CH:3][CH:4]=2)=[O:16])=[S:31])=[CH:28][CH:27]=1.